From a dataset of Full USPTO retrosynthesis dataset with 1.9M reactions from patents (1976-2016). Predict the reactants needed to synthesize the given product. (1) Given the product [N:16]1[CH:21]=[CH:20][C:19]([CH2:22][O:23][C:2]2[C:3]([N:7]3[CH2:12][CH2:11][CH:10]([C:13]([OH:15])=[O:14])[CH2:9][CH2:8]3)=[N:4][S:5][N:6]=2)=[CH:18][CH:17]=1, predict the reactants needed to synthesize it. The reactants are: Cl[C:2]1[C:3]([N:7]2[CH2:12][CH2:11][CH:10]([C:13]([OH:15])=[O:14])[CH2:9][CH2:8]2)=[N:4][S:5][N:6]=1.[N:16]1[CH:21]=[CH:20][C:19]([CH2:22][OH:23])=[CH:18][CH:17]=1.C(C(CCC)[O-])(C)(C)C.[K+].C(O)(C)(C)C. (2) Given the product [NH2:16][C:3]1[CH:4]=[C:5]2[C:9](=[CH:10][C:2]=1[NH2:1])[N:8]([CH2:11][CH3:12])[C:7](=[O:13])[C:6]2([CH3:14])[CH3:15], predict the reactants needed to synthesize it. The reactants are: [NH2:1][C:2]1[CH:10]=[C:9]2[C:5]([C:6]([CH3:15])([CH3:14])[C:7](=[O:13])[N:8]2[CH2:11][CH3:12])=[CH:4][C:3]=1[N+:16]([O-])=O.